This data is from Full USPTO retrosynthesis dataset with 1.9M reactions from patents (1976-2016). The task is: Predict the reactants needed to synthesize the given product. (1) The reactants are: COC1C=NNC=1C1C=C(C=CC=1C)C(O)=O.[C:18]([C:20]1[CH:21]=[N:22][NH:23][C:24]=1[C:25]1[CH:26]=[C:27]([CH:32]=[CH:33][C:34]=1[CH3:35])[C:28]([O:30]C)=[O:29])#[N:19].COC1C=NNC=1C1C=C(C=CC=1C)C(OC)=O. Given the product [C:18]([C:20]1[CH:21]=[N:22][NH:23][C:24]=1[C:25]1[CH:26]=[C:27]([CH:32]=[CH:33][C:34]=1[CH3:35])[C:28]([OH:30])=[O:29])#[N:19], predict the reactants needed to synthesize it. (2) Given the product [Br:24][C:21]1[CH:22]=[CH:23][C:18]([NH:17][S:12]([C:6]2[N:7]([CH3:11])[C:8]3[C:4]([C:5]=2[CH3:16])=[CH:3][C:2]([F:1])=[CH:10][CH:9]=3)(=[O:14])=[O:13])=[C:19]([C:25]([F:26])([F:27])[F:28])[CH:20]=1, predict the reactants needed to synthesize it. The reactants are: [F:1][C:2]1[CH:3]=[C:4]2[C:8](=[CH:9][CH:10]=1)[N:7]([CH3:11])[C:6]([S:12](Cl)(=[O:14])=[O:13])=[C:5]2[CH3:16].[NH2:17][C:18]1[CH:23]=[CH:22][C:21]([Br:24])=[CH:20][C:19]=1[C:25]([F:28])([F:27])[F:26]. (3) Given the product [CH2:1]([O:8][C:9](=[O:10])[NH:11][C@@H:12]1[CH2:20][CH2:19][CH2:18][C:17]2[N:16]([CH2:21][CH2:22][C:28]#[N:29])[N:15]=[CH:14][C:13]1=2)[C:2]1[CH:7]=[CH:6][CH:5]=[CH:4][CH:3]=1, predict the reactants needed to synthesize it. The reactants are: [CH2:1]([O:8][C:9]([NH:11][C@@H:12]1[CH2:20][CH2:19][CH2:18][C:17]2[N:16]([CH2:21][CH2:22]OS(C)(=O)=O)[N:15]=[CH:14][C:13]1=2)=[O:10])[C:2]1[CH:7]=[CH:6][CH:5]=[CH:4][CH:3]=1.[C-:28]#[N:29].[Na+].O.